The task is: Predict the product of the given reaction.. This data is from Forward reaction prediction with 1.9M reactions from USPTO patents (1976-2016). (1) The product is: [C:1]([O:5][C:6]([N:8]1[CH2:12][CH:11]([O:13][C:14]2[C:23]3[C:18](=[C:19]([Cl:26])[C:20]([O:24][CH3:25])=[CH:21][CH:22]=3)[N:17]=[C:16]([C:27]3[S:28][CH:29]=[C:30]([CH:32]([CH3:34])[CH3:33])[N:31]=3)[CH:15]=2)[CH2:10][CH:9]1[C:35](=[O:36])[NH:59][C:54]1([C:52]([O:51][CH2:49][CH3:50])=[O:53])[CH2:56][CH:55]1[CH:57]=[CH2:58])=[O:7])([CH3:4])([CH3:3])[CH3:2]. Given the reactants [C:1]([O:5][C:6]([N:8]1[CH2:12][CH:11]([O:13][C:14]2[C:23]3[C:18](=[C:19]([Cl:26])[C:20]([O:24][CH3:25])=[CH:21][CH:22]=3)[N:17]=[C:16]([C:27]3[S:28][CH:29]=[C:30]([CH:32]([CH3:34])[CH3:33])[N:31]=3)[CH:15]=2)[CH2:10][CH:9]1[C:35](O)=[O:36])=[O:7])([CH3:4])([CH3:3])[CH3:2].S(C1C=CC(C)=CC=1)(O)(=O)=O.[CH2:49]([O:51][C:52]([C@@:54]1([NH2:59])[CH2:56][C@H:55]1[CH:57]=[CH2:58])=[O:53])[CH3:50].C(N(C(C)C)CC)(C)C.CN(C(ON1N=NC2C=CC=NC1=2)=[N+](C)C)C.F[P-](F)(F)(F)(F)F, predict the reaction product. (2) Given the reactants Br[C:2]1[CH:14]=[CH:13][C:5]2[S:6][C:7]([C:9]([O:11][CH3:12])=[O:10])=[CH:8][C:4]=2[CH:3]=1.C([Sn](CCCC)(CCCC)[C:20]1[CH:25]=[CH:24][CH:23]=[CH:22][N:21]=1)CCC.C1(C)C=CC=CC=1.C(OCC)(=O)C, predict the reaction product. The product is: [N:21]1[CH:22]=[CH:23][CH:24]=[CH:25][C:20]=1[C:2]1[CH:14]=[CH:13][C:5]2[S:6][C:7]([C:9]([O:11][CH3:12])=[O:10])=[CH:8][C:4]=2[CH:3]=1. (3) Given the reactants [Cl:1][C:2]1[N:10]=[C:9]2[C:5]([N:6]=[CH:7][N:8]2[CH:11]([CH3:13])[CH3:12])=[C:4](Cl)[N:3]=1.[F:15][C:16]([F:26])([F:25])[C:17]1[CH:18]=[C:19]([CH:22]=[CH:23][CH:24]=1)[CH2:20][NH2:21].CCN(CC)CC, predict the reaction product. The product is: [Cl:1][C:2]1[N:10]=[C:9]2[C:5]([N:6]=[CH:7][N:8]2[CH:11]([CH3:13])[CH3:12])=[C:4]([NH:21][CH2:20][C:19]2[CH:22]=[CH:23][CH:24]=[C:17]([C:16]([F:15])([F:25])[F:26])[CH:18]=2)[N:3]=1. (4) Given the reactants [F:1][C:2]1([F:29])[CH2:7][CH2:6][N:5]([C:8]([C:10]2[NH:11][C:12]3[C:17]([CH:18]=2)=[CH:16][C:15]([O:19][CH:20]2[CH2:25][CH2:24][N:23]([CH:26]([CH3:28])[CH3:27])[CH2:22][CH2:21]2)=[CH:14][CH:13]=3)=[O:9])[CH2:4][CH2:3]1.C[Si]([N-][Si](C)(C)C)(C)C.[Li+].[CH3:40][O:41][C:42](Cl)=[O:43], predict the reaction product. The product is: [CH3:40][O:41][C:42]([N:11]1[C:12]2[C:17](=[CH:16][C:15]([O:19][CH:20]3[CH2:25][CH2:24][N:23]([CH:26]([CH3:27])[CH3:28])[CH2:22][CH2:21]3)=[CH:14][CH:13]=2)[CH:18]=[C:10]1[C:8]([N:5]1[CH2:6][CH2:7][C:2]([F:1])([F:29])[CH2:3][CH2:4]1)=[O:9])=[O:43]. (5) Given the reactants [NH2:1][C:2]([C:28]1[NH:32][C:31]2[CH:33]=[CH:34][C:35]([C:37]#[N:38])=[CH:36][C:30]=2[N:29]=1)([C:7]1[C:15]([Br:16])=[CH:14][C:13]([CH3:17])=[C:12]2[C:8]=1[CH:9]=[CH:10][N:11]2S(C1C=CC(C)=CC=1)(=O)=O)[C:3]([F:6])([F:5])[F:4].[O-]CC.[Na+], predict the reaction product. The product is: [NH2:1][C:2]([C:28]1[NH:32][C:31]2[CH:33]=[CH:34][C:35]([C:37]#[N:38])=[CH:36][C:30]=2[N:29]=1)([C:7]1[C:15]([Br:16])=[CH:14][C:13]([CH3:17])=[C:12]2[C:8]=1[CH:9]=[CH:10][NH:11]2)[C:3]([F:5])([F:4])[F:6]. (6) Given the reactants [Br:1][C:2]1[CH:3]=[C:4]2[N:10](C(=O)C)[N:9]=[CH:8][C:5]2=[N:6][CH:7]=1.[OH-].[Na+].Cl, predict the reaction product. The product is: [Br:1][C:2]1[CH:3]=[C:4]2[NH:10][N:9]=[CH:8][C:5]2=[N:6][CH:7]=1. (7) Given the reactants [C:1]([NH:8][CH2:9][C:10]([OH:12])=O)([O:3][C:4]([CH3:7])([CH3:6])[CH3:5])=[O:2].Cl.[I:14][C:15]1[CH:22]=[CH:21][C:18]([CH2:19][NH2:20])=[CH:17][CH:16]=1.C(=O)([O-])O.[Na+].C(OCC)(=O)C, predict the reaction product. The product is: [I:14][C:15]1[CH:22]=[CH:21][C:18]([CH2:19][NH:20][C:10](=[O:12])[CH2:9][NH:8][C:1](=[O:2])[O:3][C:4]([CH3:5])([CH3:6])[CH3:7])=[CH:17][CH:16]=1. (8) Given the reactants [CH2:1]([O:8][C:9]1[CH:14]=[CH:13][C:12]([C:15]2[N:20]=[CH:19][N:18]=[C:17]([NH:21][C@H:22]([C:30]([O:32]C)=[O:31])[CH2:23][C:24]3[CH:29]=[CH:28][CH:27]=[CH:26][CH:25]=3)[C:16]=2[CH:34]=[O:35])=[CH:11][CH:10]=1)[C:2]1[CH:7]=[CH:6][CH:5]=[CH:4][CH:3]=1.[OH-].[Na+].Cl, predict the reaction product. The product is: [CH2:1]([O:8][C:9]1[CH:10]=[CH:11][C:12]([C:15]2[N:20]=[CH:19][N:18]=[C:17]([NH:21][C@H:22]([C:30]([OH:32])=[O:31])[CH2:23][C:24]3[CH:29]=[CH:28][CH:27]=[CH:26][CH:25]=3)[C:16]=2[CH:34]=[O:35])=[CH:13][CH:14]=1)[C:2]1[CH:7]=[CH:6][CH:5]=[CH:4][CH:3]=1. (9) Given the reactants [Br:1][C:2]1[CH:3]=[CH:4][C:5]([OH:12])=[C:6]([S:8]([Cl:11])(=[O:10])=[O:9])[CH:7]=1.[N+:13]([O-])([OH:15])=[O:14].S(=O)(=O)(O)O, predict the reaction product. The product is: [Br:1][C:2]1[CH:3]=[C:4]([N+:13]([O-:15])=[O:14])[C:5]([OH:12])=[C:6]([S:8]([Cl:11])(=[O:9])=[O:10])[CH:7]=1. (10) The product is: [N+:1]([O:4][CH2:5][CH2:6][CH2:7][CH2:8][C:9]([NH2:14])=[O:11])([O-:3])=[O:2]. Given the reactants [N+:1]([O:4][CH2:5][CH2:6][CH2:7][CH2:8][C:9]([OH:11])=O)([O-:3])=[O:2].C([N:14](CC)CC)C.ClC(OCC)=O.N.S([O-])([O-])(=O)=O.[Na+].[Na+], predict the reaction product.